This data is from Full USPTO retrosynthesis dataset with 1.9M reactions from patents (1976-2016). The task is: Predict the reactants needed to synthesize the given product. (1) Given the product [C:1]1([N:7]2[C:11](=[O:12])[C:10]([OH:30])([C:13]3[CH:18]=[CH:17][C:16]([CH3:19])=[CH:15][CH:14]=3)[C:9](=[O:20])[N:8]2[C:21]2[CH:22]=[CH:23][CH:24]=[CH:25][CH:26]=2)[CH:6]=[CH:5][CH:4]=[CH:3][CH:2]=1, predict the reactants needed to synthesize it. The reactants are: [C:1]1([N:7]2[C:11](=[O:12])[CH:10]([C:13]3[CH:18]=[CH:17][C:16]([CH3:19])=[CH:15][CH:14]=3)[C:9](=[O:20])[N:8]2[C:21]2[CH:26]=[CH:25][CH:24]=[CH:23][CH:22]=2)[CH:6]=[CH:5][CH:4]=[CH:3][CH:2]=1.OO.S(S([O-])=O)([O-])(=O)=[O:30].[Na+].[Na+]. (2) Given the product [Cl:1][C:2]1[CH:3]=[CH:4][C:5]([CH2:11][O:12][CH:13]2[CH2:17][CH2:16][CH2:15][CH2:14]2)=[C:6]([CH:10]=1)[C:7]([NH:19][C@H:20]([C:22]1[CH:31]=[CH:30][C:25]([C:26]([O:28][CH3:29])=[O:27])=[CH:24][CH:23]=1)[CH3:21])=[O:9], predict the reactants needed to synthesize it. The reactants are: [Cl:1][C:2]1[CH:3]=[CH:4][C:5]([CH2:11][O:12][CH:13]2[CH2:17][CH2:16][CH2:15][CH2:14]2)=[C:6]([CH:10]=1)[C:7]([OH:9])=O.Cl.[NH2:19][C@H:20]([C:22]1[CH:31]=[CH:30][C:25]([C:26]([O:28][CH3:29])=[O:27])=[CH:24][CH:23]=1)[CH3:21]. (3) Given the product [CH3:1][C:2]1[N:7]=[CH:6][C:5]([C:8]([N:10]2[CH2:13][CH:12]([C:14]([N:16]3[CH2:22][CH2:21][CH2:20][NH:19][CH2:18][CH2:17]3)=[O:15])[CH2:11]2)=[O:9])=[CH:4][CH:3]=1, predict the reactants needed to synthesize it. The reactants are: [CH3:1][C:2]1[N:7]=[CH:6][C:5]([C:8]([N:10]2[CH2:13][CH:12]([C:14]([N:16]3[CH2:22][CH2:21][CH2:20][N:19](C(OC(C)(C)C)=O)[CH2:18][CH2:17]3)=[O:15])[CH2:11]2)=[O:9])=[CH:4][CH:3]=1.C(O)(C(F)(F)F)=O.